Dataset: Catalyst prediction with 721,799 reactions and 888 catalyst types from USPTO. Task: Predict which catalyst facilitates the given reaction. (1) Reactant: C1C=CC(P(C2C=CC=CC=2)C2C=CC=CC=2)=CC=1.CC(OC(/N=N/C(OC(C)C)=O)=O)C.Cl.[CH3:35][N:36]1[CH2:41][CH2:40][CH:39]([OH:42])[CH2:38][CH2:37]1.[C:43]([C:45]1[CH:46]=[C:47](O)[CH:48]=[CH:49][CH:50]=1)#[CH:44]. Product: [C:43]([C:45]1[CH:50]=[C:49]([CH:48]=[CH:47][CH:46]=1)[O:42][CH:39]1[CH2:40][CH2:41][N:36]([CH3:35])[CH2:37][CH2:38]1)#[CH:44]. The catalyst class is: 2. (2) Reactant: C(OC(=O)[NH:7][CH2:8][CH2:9][N:10]([C:28](=[O:36])[C:29]1[CH:34]=[CH:33][CH:32]=[C:31]([Cl:35])[CH:30]=1)[CH2:11][C:12]([N:14]1[CH2:18][C:17](=[O:19])[N:16]([C:20]2[CH:25]=[CH:24][CH:23]=[C:22]([Cl:26])[C:21]=2[CH3:27])[CH2:15]1)=[O:13])(C)(C)C. Product: [NH2:7][CH2:8][CH2:9][N:10]([CH2:11][C:12]([N:14]1[CH2:18][C:17](=[O:19])[N:16]([C:20]2[CH:25]=[CH:24][CH:23]=[C:22]([Cl:26])[C:21]=2[CH3:27])[CH2:15]1)=[O:13])[C:28](=[O:36])[C:29]1[CH:34]=[CH:33][CH:32]=[C:31]([Cl:35])[CH:30]=1. The catalyst class is: 89.